This data is from NCI-60 drug combinations with 297,098 pairs across 59 cell lines. The task is: Regression. Given two drug SMILES strings and cell line genomic features, predict the synergy score measuring deviation from expected non-interaction effect. (1) Drug 1: C1CC(=O)NC(=O)C1N2CC3=C(C2=O)C=CC=C3N. Drug 2: C(CC(=O)O)C(=O)CN.Cl. Cell line: CAKI-1. Synergy scores: CSS=5.59, Synergy_ZIP=-5.18, Synergy_Bliss=-4.21, Synergy_Loewe=-3.72, Synergy_HSA=-3.10. (2) Drug 1: C1=CC=C(C(=C1)C(C2=CC=C(C=C2)Cl)C(Cl)Cl)Cl. Drug 2: C1C(C(OC1N2C=NC(=NC2=O)N)CO)O. Cell line: SK-OV-3. Synergy scores: CSS=-2.67, Synergy_ZIP=1.63, Synergy_Bliss=-0.591, Synergy_Loewe=-3.96, Synergy_HSA=-3.90. (3) Drug 1: C1CNP(=O)(OC1)N(CCCl)CCCl. Drug 2: C(CCl)NC(=O)N(CCCl)N=O. Cell line: RXF 393. Synergy scores: CSS=-0.854, Synergy_ZIP=-0.582, Synergy_Bliss=-1.54, Synergy_Loewe=-7.59, Synergy_HSA=-7.09. (4) Synergy scores: CSS=-6.62, Synergy_ZIP=1.07, Synergy_Bliss=-4.50, Synergy_Loewe=-8.23, Synergy_HSA=-9.40. Cell line: HT29. Drug 2: C1CC(=O)NC(=O)C1N2CC3=C(C2=O)C=CC=C3N. Drug 1: C1CCC(C1)C(CC#N)N2C=C(C=N2)C3=C4C=CNC4=NC=N3. (5) Drug 1: C1=CN(C(=O)N=C1N)C2C(C(C(O2)CO)O)O.Cl. Drug 2: CC1C(C(CC(O1)OC2CC(CC3=C2C(=C4C(=C3O)C(=O)C5=CC=CC=C5C4=O)O)(C(=O)C)O)N)O. Cell line: LOX IMVI. Synergy scores: CSS=43.8, Synergy_ZIP=-13.9, Synergy_Bliss=-19.5, Synergy_Loewe=-31.0, Synergy_HSA=-11.7. (6) Drug 1: CC(CN1CC(=O)NC(=O)C1)N2CC(=O)NC(=O)C2. Drug 2: CC1=CC2C(CCC3(C2CCC3(C(=O)C)OC(=O)C)C)C4(C1=CC(=O)CC4)C. Cell line: SN12C. Synergy scores: CSS=38.3, Synergy_ZIP=3.23, Synergy_Bliss=5.63, Synergy_Loewe=3.91, Synergy_HSA=7.58. (7) Cell line: MOLT-4. Synergy scores: CSS=68.9, Synergy_ZIP=-0.113, Synergy_Bliss=0.837, Synergy_Loewe=2.46, Synergy_HSA=2.83. Drug 1: CCCCC(=O)OCC(=O)C1(CC(C2=C(C1)C(=C3C(=C2O)C(=O)C4=C(C3=O)C=CC=C4OC)O)OC5CC(C(C(O5)C)O)NC(=O)C(F)(F)F)O. Drug 2: C1=CN(C=N1)CC(O)(P(=O)(O)O)P(=O)(O)O.